Task: Predict which catalyst facilitates the given reaction.. Dataset: Catalyst prediction with 721,799 reactions and 888 catalyst types from USPTO (1) Reactant: [Br:1][C:2]1[CH:7]=[CH:6][C:5]([N+:8]([O-])=O)=[CH:4][C:3]=1[O:11][CH2:12][CH3:13].[H][H]. Product: [Br:1][C:2]1[CH:7]=[CH:6][C:5]([NH2:8])=[CH:4][C:3]=1[O:11][CH2:12][CH3:13]. The catalyst class is: 171. (2) Reactant: [N+:1]([C:4]1[CH:9]=[CH:8][C:7]([CH2:10][CH2:11][N:12]2[C:20]3[N:19]=[C:18]([CH2:21][C:22]4[N:23]=[CH:24][S:25][CH:26]=4)[NH:17][C:16]=3[C:15](=[O:27])[N:14]([CH2:28][CH2:29][CH3:30])[C:13]2=[O:31])=[CH:6][CH:5]=1)([O-])=O.O.NN.[H][H]. Product: [NH2:1][C:4]1[CH:9]=[CH:8][C:7]([CH2:10][CH2:11][N:12]2[C:20]3[N:19]=[C:18]([CH2:21][C:22]4[N:23]=[CH:24][S:25][CH:26]=4)[NH:17][C:16]=3[C:15](=[O:27])[N:14]([CH2:28][CH2:29][CH3:30])[C:13]2=[O:31])=[CH:6][CH:5]=1. The catalyst class is: 45. (3) Reactant: [Br:1]Br.[CH2:3]([N:5]([CH2:26][CH3:27])[C:6]1[CH:7]=[C:8]2[C:17](=[CH:18][CH:19]=1)[N:16]=[C:15]1[C:10](=[CH:11][C:12](=[O:25])[C:13]3[CH:23]=[C:22]([OH:24])[CH:21]=[CH:20][C:14]=31)[O:9]2)[CH3:4]. Product: [Br:1][C:11]1[C:12](=[O:25])[C:13]2[CH:23]=[C:22]([OH:24])[CH:21]=[CH:20][C:14]=2[C:15]2[C:10]=1[O:9][C:8]1[C:17](=[CH:18][CH:19]=[C:6]([N:5]([CH2:3][CH3:4])[CH2:26][CH3:27])[CH:7]=1)[N:16]=2. The catalyst class is: 22. (4) Reactant: [CH:1]([N:4]1[CH:8]([C:9]2[CH:10]=[C:11]([C:15]3[CH:20]=[CH:19][CH:18]=[C:17]([S:21]([CH3:24])(=[O:23])=[O:22])[CH:16]=3)[CH:12]=[CH:13][CH:14]=2)[CH2:7][NH:6][C:5]1=[O:25])([CH3:3])[CH3:2].[H-].[Na+].[CH:28]([S:31](Cl)(=[O:33])=[O:32])([CH3:30])[CH3:29]. Product: [CH:1]([N:4]1[CH:8]([C:9]2[CH:10]=[C:11]([C:15]3[CH:20]=[CH:19][CH:18]=[C:17]([S:21]([CH3:24])(=[O:22])=[O:23])[CH:16]=3)[CH:12]=[CH:13][CH:14]=2)[CH2:7][N:6]([S:31]([CH:28]([CH3:30])[CH3:29])(=[O:33])=[O:32])[C:5]1=[O:25])([CH3:3])[CH3:2]. The catalyst class is: 80. (5) Reactant: BrC1C=CC=CC=1C(Cl)=O.[CH3:11][O:12][C:13]1[CH:14]=[C:15]2[C:20](=[CH:21][C:22]=1[O:23][CH3:24])[N:19]=[CH:18][CH:17]=[C:16]2[O:25][C:26]1[CH:32]=[CH:31][C:29]([NH2:30])=[CH:28][CH:27]=1.[Br:33][C:34]1[CH:39]=[CH:38][CH:37]=[CH:36][C:35]=1[C:40]([N:42]=[C:43]=[S:44])=[O:41]. Product: [Br:33][C:34]1[CH:39]=[CH:38][CH:37]=[CH:36][C:35]=1[C:40]([N:42]=[C:43]=[S:44])=[O:41].[Br:33][C:34]1[CH:39]=[CH:38][CH:37]=[CH:36][C:35]=1[C:40]([NH:42][C:43]([NH:30][C:29]1[CH:31]=[CH:32][C:26]([O:25][C:16]2[C:15]3[C:20](=[CH:21][C:22]([O:23][CH3:24])=[C:13]([O:12][CH3:11])[CH:14]=3)[N:19]=[CH:18][CH:17]=2)=[CH:27][CH:28]=1)=[S:44])=[O:41]. The catalyst class is: 234. (6) Reactant: [CH3:1][O:2][C:3]1[CH:8]=[CH:7][C:6]([C:9]([CH:11]2[CH2:16][CH2:15][NH:14][CH2:13][CH2:12]2)=[O:10])=[CH:5][CH:4]=1.CS(O[C@@H:22]1[CH2:26][CH2:25][NH:24][C:23]1=[O:27])(=O)=O.CCN(C(C)C)C(C)C. Product: [CH3:1][O:2][C:3]1[CH:4]=[CH:5][C:6]([C:9]([CH:11]2[CH2:16][CH2:15][N:14]([C@H:22]3[CH2:26][CH2:25][NH:24][C:23]3=[O:27])[CH2:13][CH2:12]2)=[O:10])=[CH:7][CH:8]=1. The catalyst class is: 115. (7) Reactant: C(Cl)(=O)C(Cl)=O.CS(C)=O.[F:11][C:12]1[CH:17]=[CH:16][CH:15]=[CH:14][C:13]=1[C:18]#[C:19][CH2:20][OH:21].CCN(CC)CC. Product: [F:11][C:12]1[CH:17]=[CH:16][CH:15]=[CH:14][C:13]=1[C:18]#[C:19][CH:20]=[O:21]. The catalyst class is: 34. (8) Reactant: [Cl:1][C:2]1[CH:3]=[C:4]([OH:13])[C:5]([CH3:12])=[C:6]([CH:11]=1)[C:7]([O:9][CH3:10])=[O:8].[O:14]1[CH2:19][CH2:18][CH:17](O)[CH2:16][CH2:15]1.C1(P(C2C=CC=CC=2)C2C=CC=CC=2)C=CC=CC=1.CC(OC(/N=N/C(OC(C)C)=O)=O)C. Product: [Cl:1][C:2]1[CH:3]=[C:4]([O:13][CH:17]2[CH2:18][CH2:19][O:14][CH2:15][CH2:16]2)[C:5]([CH3:12])=[C:6]([CH:11]=1)[C:7]([O:9][CH3:10])=[O:8]. The catalyst class is: 7. (9) Reactant: C([O:3][C:4]([C:6]1[CH:10]=[C:9]([C:11]2[CH:16]=[N:15][CH:14]=[CH:13][N:12]=2)[N:8]([C:17]2[CH:18]=[N:19][C:20]([O:23][CH3:24])=[CH:21][CH:22]=2)[N:7]=1)=[O:5])C.[OH-].[Na+].Cl.O. Product: [CH3:24][O:23][C:20]1[N:19]=[CH:18][C:17]([N:8]2[C:9]([C:11]3[CH:16]=[N:15][CH:14]=[CH:13][N:12]=3)=[CH:10][C:6]([C:4]([OH:5])=[O:3])=[N:7]2)=[CH:22][CH:21]=1. The catalyst class is: 162.